From a dataset of NCI-60 drug combinations with 297,098 pairs across 59 cell lines. Regression. Given two drug SMILES strings and cell line genomic features, predict the synergy score measuring deviation from expected non-interaction effect. Synergy scores: CSS=25.9, Synergy_ZIP=3.71, Synergy_Bliss=3.08, Synergy_Loewe=-36.5, Synergy_HSA=0.0187. Drug 2: CCN(CC)CCNC(=O)C1=C(NC(=C1C)C=C2C3=C(C=CC(=C3)F)NC2=O)C. Cell line: U251. Drug 1: CCC1=C2CN3C(=CC4=C(C3=O)COC(=O)C4(CC)O)C2=NC5=C1C=C(C=C5)O.